Task: Predict the reactants needed to synthesize the given product.. Dataset: Full USPTO retrosynthesis dataset with 1.9M reactions from patents (1976-2016) (1) Given the product [C:1]([NH:5][C:26]([C:15]1[N:16]([CH3:25])[C:17]([C:18]2[CH:23]=[CH:22][C:21]([Cl:24])=[CH:20][CH:19]=2)=[C:13]([C:10]2[CH:9]=[CH:8][C:7]([Cl:6])=[CH:12][CH:11]=2)[N:14]=1)=[O:27])([CH3:4])([CH3:3])[CH3:2], predict the reactants needed to synthesize it. The reactants are: [C:1]([NH2:5])([CH3:4])([CH3:3])[CH3:2].[Cl:6][C:7]1[CH:12]=[CH:11][C:10]([C:13]2[N:14]=[C:15]([C:26](O)=[O:27])[N:16]([CH3:25])[C:17]=2[C:18]2[CH:23]=[CH:22][C:21]([Cl:24])=[CH:20][CH:19]=2)=[CH:9][CH:8]=1. (2) Given the product [Br:11][CH2:10][C:3]1[CH:4]=[C:5]([CH:8]=[CH:9][C:2]=1[F:1])[C:6]#[N:7], predict the reactants needed to synthesize it. The reactants are: [F:1][C:2]1[CH:9]=[CH:8][C:5]([C:6]#[N:7])=[CH:4][C:3]=1[CH3:10].[Br:11]N1C(=O)CCC1=O. (3) The reactants are: BrC1C=CC=C2C=1C(C1C(O)=CC3OCOC=3C=1)[C:5](=[O:16])N2CCCCC.[Cl:27][C:28]1[C:33]([Cl:34])=[CH:32][C:31]([CH:35]2[C:43]3[C:38](=[CH:39][CH:40]=[CH:41][CH:42]=3)[N:37]([CH2:44][CH2:45][CH2:46][CH2:47][CH3:48])[C:36]2=[O:49])=[C:30]([OH:50])[CH:29]=1. Given the product [Cl:27][C:28]1[C:33]([Cl:34])=[CH:32][C:31]([C:35]2([CH2:5][OH:16])[C:43]3[C:38](=[CH:39][CH:40]=[CH:41][CH:42]=3)[N:37]([CH2:44][CH2:45][CH2:46][CH2:47][CH3:48])[C:36]2=[O:49])=[C:30]([OH:50])[CH:29]=1, predict the reactants needed to synthesize it. (4) Given the product [Br:29][C:10]1[N:9]=[C:8]([C:11]2([OH:21])[CH2:19][CH2:18][CH2:17][C:16]3[N:15]([CH3:20])[N:14]=[CH:13][C:12]2=3)[N:4]2[CH:5]=[CH:6][N:7]=[C:2]([Cl:1])[C:3]=12, predict the reactants needed to synthesize it. The reactants are: [Cl:1][C:2]1[C:3]2[N:4]([C:8]([C:11]3([OH:21])[CH2:19][CH2:18][CH2:17][C:16]4[N:15]([CH3:20])[N:14]=[CH:13][C:12]3=4)=[N:9][CH:10]=2)[CH:5]=[CH:6][N:7]=1.C1C(=O)N([Br:29])C(=O)C1. (5) Given the product [CH3:1][O:2][C:3](=[O:25])[CH2:4][N:5]([S:15]([C:18]1[CH:19]=[CH:20][C:21]([O:24][CH2:33][CH2:34][CH2:35][CH2:36][F:37])=[CH:22][CH:23]=1)(=[O:17])=[O:16])[CH2:6][C:7]1[CH:8]=[CH:9][C:10]([O:13][CH3:14])=[CH:11][CH:12]=1, predict the reactants needed to synthesize it. The reactants are: [CH3:1][O:2][C:3](=[O:25])[CH2:4][N:5]([S:15]([C:18]1[CH:23]=[CH:22][C:21]([OH:24])=[CH:20][CH:19]=1)(=[O:17])=[O:16])[CH2:6][C:7]1[CH:12]=[CH:11][C:10]([O:13][CH3:14])=[CH:9][CH:8]=1.C([O-])([O-])=O.[K+].[K+].Br[CH2:33][CH2:34][CH2:35][CH2:36][F:37].